Task: Predict the reactants needed to synthesize the given product.. Dataset: Full USPTO retrosynthesis dataset with 1.9M reactions from patents (1976-2016) (1) Given the product [NH2:1][C:2]1[C:10]2[C:5](=[N:6][C:7]([CH3:15])=[CH:8][C:9]=2[C:11]([F:12])([F:13])[F:14])[S:4][C:3]=1[C:16]([NH:61][CH2:60][CH2:59][C:56]1[CH:57]=[CH:58][C:53]([CH3:52])=[CH:54][CH:55]=1)=[O:18], predict the reactants needed to synthesize it. The reactants are: [NH2:1][C:2]1[C:10]2[C:5](=[N:6][C:7]([CH3:15])=[CH:8][C:9]=2[C:11]([F:14])([F:13])[F:12])[S:4][C:3]=1[C:16]([OH:18])=O.CN(C(ON1N=NC2C=CC=NC1=2)=[N+](C)C)C.F[P-](F)(F)(F)(F)F.CCN(C(C)C)C(C)C.[CH3:52][C:53]1[CH:58]=[CH:57][C:56]([CH2:59][CH2:60][NH2:61])=[CH:55][CH:54]=1. (2) Given the product [CH:14]([N:11]1[CH2:12][CH2:13][N:8]([C:5]2[N:4]=[N:3][C:2]([C:21]3[CH:22]=[CH:23][C:18]([OH:17])=[CH:19][CH:20]=3)=[CH:7][CH:6]=2)[CH2:9][CH2:10]1)([CH3:16])[CH3:15], predict the reactants needed to synthesize it. The reactants are: Cl[C:2]1[N:3]=[N:4][C:5]([N:8]2[CH2:13][CH2:12][N:11]([CH:14]([CH3:16])[CH3:15])[CH2:10][CH2:9]2)=[CH:6][CH:7]=1.[OH:17][C:18]1[CH:23]=[CH:22][C:21](B(O)O)=[CH:20][CH:19]=1. (3) Given the product [NH2:1][C:2]1[C:3]2[C:10]([C:11]3[S:15][CH:14]=[C:13]([C:16]([NH:57][CH2:56][CH:55]=[C:54]([CH3:58])[CH3:53])=[O:18])[CH:12]=3)=[CH:9][N:8]([C@H:19]3[C@@:23]([OH:25])([CH3:24])[CH:22]([OH:26])[CH:21]([CH2:27][OH:28])[O:20]3)[C:4]=2[N:5]=[CH:6][N:7]=1.[CH2:29]([Cl:32])[CH2:30][Cl:31].[CH:33]1[CH:34]=[CH:35][C:36]2[N:41]([OH:42])[N:40]=[N:39][C:37]=2[CH:38]=1, predict the reactants needed to synthesize it. The reactants are: [NH2:1][C:2]1[C:3]2[C:10]([C:11]3[S:15][CH:14]=[C:13]([C:16]([OH:18])=O)[CH:12]=3)=[CH:9][N:8]([C@H:19]3[C@@:23]([OH:25])([CH3:24])[CH:22]([OH:26])[CH:21]([CH2:27][OH:28])[O:20]3)[C:4]=2[N:5]=[CH:6][N:7]=1.[CH2:29]([Cl:32])[CH2:30][Cl:31].[CH:33]1[CH:34]=[CH:35][C:36]2[N:41]([OH:42])[N:40]=[N:39][C:37]=2[CH:38]=1.CCN(C(C)C)C(C)C.Cl.[CH3:53][C:54]([CH3:58])=[CH:55][CH2:56][NH2:57]. (4) Given the product [Br:1][C:2]1[CH:3]=[CH:4][C:5]2[C:6](=[O:17])[C:18](=[O:21])[C:19]3[C:13]([C:14]=2[CH:15]=1)=[CH:12][C:11]([Cl:16])=[CH:10][CH:9]=3, predict the reactants needed to synthesize it. The reactants are: [Br:1][C:2]1[CH:3]=[CH:4][C:5]2[CH:6]=CC3[C:13]([C:14]=2[CH:15]=1)=[CH:12][C:11]([Cl:16])=[CH:10][CH:9]=3.[OH2:17].[C:18]([OH:21])(=O)[CH3:19]. (5) Given the product [Cl:1][C:2]1[CH:3]=[C:4]([I:21])[CH:5]=[C:6]2[C:11]=1[O:10][CH:9]([C:12]([F:14])([F:13])[F:15])[C:8]([C:16]([OH:18])=[O:17])=[CH:7]2, predict the reactants needed to synthesize it. The reactants are: [Cl:1][C:2]1[CH:3]=[C:4]([I:21])[CH:5]=[C:6]2[C:11]=1[O:10][CH:9]([C:12]([F:15])([F:14])[F:13])[C:8]([C:16]([O:18]CC)=[O:17])=[CH:7]2.O[Li].O.Cl.